From a dataset of Full USPTO retrosynthesis dataset with 1.9M reactions from patents (1976-2016). Predict the reactants needed to synthesize the given product. (1) Given the product [OH:6][C@@H:7]1[CH2:11][CH2:10][C@@H:9]([N:12]2[C:17]3=[N:18][C:19]([NH:22][C:23]4[CH:24]=[CH:25][CH:26]=[CH:27][CH:28]=4)=[N:20][CH:21]=[C:16]3[CH2:15][N:14]([C:29]3[CH:30]=[CH:31][C:32]([O:35][CH3:36])=[CH:33][CH:34]=3)[C:13]2=[O:37])[CH2:8]1, predict the reactants needed to synthesize it. The reactants are: C([Si](C)(C)[O:6][C@@H:7]1[CH2:11][CH2:10][C@@H:9]([N:12]2[C:17]3=[N:18][C:19]([NH:22][C:23]4[CH:28]=[CH:27][CH:26]=[CH:25][CH:24]=4)=[N:20][CH:21]=[C:16]3[CH2:15][N:14]([C:29]3[CH:34]=[CH:33][C:32]([O:35][CH3:36])=[CH:31][CH:30]=3)[C:13]2=[O:37])[CH2:8]1)(C)(C)C.O. (2) Given the product [NH2:1][C:2]1[C:3]([CH:12]([OH:13])[CH2:14][CH3:15])=[CH:4][CH:5]=[C:6]2[C:11]=1[N:10]=[CH:9][CH:8]=[CH:7]2, predict the reactants needed to synthesize it. The reactants are: [NH2:1][C:2]1[C:3]([CH:12]=[O:13])=[CH:4][CH:5]=[C:6]2[C:11]=1[N:10]=[CH:9][CH:8]=[CH:7]2.[CH2:14]([Mg]Br)[CH3:15]. (3) Given the product [CH3:1][CH:2]([CH2:8][C:9]1[CH:10]=[CH:11][C:12]([C:15]([F:16])([F:18])[F:17])=[CH:13][CH:14]=1)[C:3]([O:5][CH2:6][CH3:7])=[O:4], predict the reactants needed to synthesize it. The reactants are: [CH3:1]/[C:2](=[CH:8]\[C:9]1[CH:14]=[CH:13][C:12]([C:15]([F:18])([F:17])[F:16])=[CH:11][CH:10]=1)/[C:3]([O:5][CH2:6][CH3:7])=[O:4].O=O. (4) Given the product [CH3:1][O:12][C:11](=[O:13])[C:10]1[C:9](=[C:8]([N+:5]([O-:7])=[O:6])[CH:16]=[CH:15][CH:14]=1)[C:17]([OH:19])=[O:18], predict the reactants needed to synthesize it. The reactants are: [C:1](Cl)(=O)C.[N+:5]([C:8]1[CH:16]=[CH:15][CH:14]=[C:10]([C:11]([OH:13])=[O:12])[C:9]=1[C:17]([OH:19])=[O:18])([O-:7])=[O:6]. (5) Given the product [Cl:13][C:14]1[CH:19]=[C:18]([C:2]2[C:10]([CH3:11])=[CH:9][C:5]([C:6]([OH:8])=[O:7])=[C:4]([F:12])[CH:3]=2)[CH:17]=[N:16][C:15]=1[F:29], predict the reactants needed to synthesize it. The reactants are: Br[C:2]1[C:10]([CH3:11])=[CH:9][C:5]([C:6]([OH:8])=[O:7])=[C:4]([F:12])[CH:3]=1.[Cl:13][C:14]1[C:15]([F:29])=[N:16][CH:17]=[C:18](B2OC(C)(C)C(C)(C)O2)[CH:19]=1.C([O-])([O-])=O.[Na+].[Na+].